This data is from Catalyst prediction with 721,799 reactions and 888 catalyst types from USPTO. The task is: Predict which catalyst facilitates the given reaction. Reactant: O[CH:2]1[C:6]2([CH2:11][CH2:10][N:9]([C:12]([O:14][C:15]([CH3:18])([CH3:17])[CH3:16])=[O:13])[CH2:8][CH2:7]2)[C:5](=[O:19])[N:4]([C:20]2[CH2:21][O:22][C:23](=[O:25])[CH:24]=2)[CH:3]1[CH3:26].C1CCN2C(=NCCC2)CC1.[B-](F)(F)(F)F.CCN([S+](F)F)CC. Product: [CH3:26][C:3]1[N:4]([C:20]2[CH2:21][O:22][C:23](=[O:25])[CH:24]=2)[C:5](=[O:19])[C:6]2([CH2:11][CH2:10][N:9]([C:12]([O:14][C:15]([CH3:16])([CH3:17])[CH3:18])=[O:13])[CH2:8][CH2:7]2)[CH:2]=1. The catalyst class is: 2.